The task is: Binary Classification. Given a T-cell receptor sequence (or CDR3 region) and an epitope sequence, predict whether binding occurs between them.. This data is from TCR-epitope binding with 47,182 pairs between 192 epitopes and 23,139 TCRs. (1) The epitope is LPPAYTNSF. The TCR CDR3 sequence is CASGLASAPNEQFF. Result: 0 (the TCR does not bind to the epitope). (2) The epitope is SSTFNVPMEKLK. The TCR CDR3 sequence is CAWSVAGGHEQYF. Result: 0 (the TCR does not bind to the epitope). (3) The epitope is GTSGSPIINR. The TCR CDR3 sequence is CASSAGSGNEQYF. Result: 1 (the TCR binds to the epitope). (4) The epitope is FLNRFTTTL. Result: 1 (the TCR binds to the epitope). The TCR CDR3 sequence is CRTSKAFF. (5) The epitope is LPAADLDDF. The TCR CDR3 sequence is CASSYSPGLTDTQYF. Result: 1 (the TCR binds to the epitope). (6) The TCR CDR3 sequence is CASSQVNWGIGDEQFF. Result: 0 (the TCR does not bind to the epitope). The epitope is IQYIDIGNY. (7) The epitope is TPRVTGGGAM. The TCR CDR3 sequence is CASSDHSVTGISSPLHF. Result: 1 (the TCR binds to the epitope).